Predict the reaction yield, written as a fraction of the theoretical maximum amount of product (1.0 means a 100% yield; for example, 0.34 means a 34% yield). From a dataset of Reaction yield outcomes from USPTO patents with 853,638 reactions. (1) The product is [CH3:28][C:5]1([CH2:4][C:3]([NH:31][CH3:30])=[O:29])[C:13]2[C:8](=[CH:9][CH:10]=[CH:11][CH:12]=2)[N:7]([CH:14]2[CH2:19][CH2:18][N:17]([C:20]([O:22][C:23]([CH3:25])([CH3:24])[CH3:26])=[O:21])[CH2:16][CH2:15]2)[C:6]1=[O:27]. The reactants are CO[C:3](=[O:29])[CH2:4][C:5]1([CH3:28])[C:13]2[C:8](=[CH:9][CH:10]=[CH:11][CH:12]=2)[N:7]([CH:14]2[CH2:19][CH2:18][N:17]([C:20]([O:22][C:23]([CH3:26])([CH3:25])[CH3:24])=[O:21])[CH2:16][CH2:15]2)[C:6]1=[O:27].[CH3:30][NH2:31]. No catalyst specified. The yield is 1.00. (2) The reactants are [CH3:1][N:2]([CH3:21])[S:3]([C:6]1[C:7](F)=[CH:8][C:9]([O:17][CH2:18][CH3:19])=[C:10]([CH:16]=1)[C:11]([O:13][CH2:14][CH3:15])=[O:12])(=[O:5])=[O:4].[CH3:22][NH:23][CH3:24]. The catalyst is CN(C)C=O.O. The product is [CH3:22][N:23]([CH3:24])[C:7]1[C:6]([S:3](=[O:5])(=[O:4])[N:2]([CH3:21])[CH3:1])=[CH:16][C:10]([C:11]([O:13][CH2:14][CH3:15])=[O:12])=[C:9]([O:17][CH2:18][CH3:19])[CH:8]=1. The yield is 0.950.